Dataset: Catalyst prediction with 721,799 reactions and 888 catalyst types from USPTO. Task: Predict which catalyst facilitates the given reaction. (1) Product: [C:1]([N:8]1[CH2:12][C@@H:11]([N:13]([CH:14]2[CH2:19][CH2:18][C:17]([CH3:21])([CH3:20])[CH2:16][CH2:15]2)[C:22](=[O:31])[C:23]([CH3:30])([CH3:29])[CH2:24][OH:25])[CH2:10][C@H:9]1[C:32]([OH:34])=[O:33])([O:3][C:4]([CH3:5])([CH3:6])[CH3:7])=[O:2]. The catalyst class is: 24. Reactant: [C:1]([N:8]1[CH2:12][C@@H:11]([N:13]([C:22](=[O:31])[C:23]([CH3:30])([CH3:29])[CH2:24][O:25]C(=O)C)[CH:14]2[CH2:19][CH2:18][C:17]([CH3:21])([CH3:20])[CH2:16][CH2:15]2)[CH2:10][C@@:9]1(C)[C:32]([O-:34])=[O:33])([O:3][C:4]([CH3:7])([CH3:6])[CH3:5])=[O:2].[OH-].[Na+]. (2) Reactant: [OH:1][CH:2]1[CH2:7][CH2:6][N:5]([C:8]([O:10][C:11]([CH3:14])([CH3:13])[CH3:12])=[O:9])[CH2:4][CH2:3]1.[CH3:15][S:16](Cl)(=[O:18])=[O:17].CCN(CC)CC. Product: [CH3:15][S:16]([O:1][CH:2]1[CH2:3][CH2:4][N:5]([C:8]([O:10][C:11]([CH3:14])([CH3:13])[CH3:12])=[O:9])[CH2:6][CH2:7]1)(=[O:18])=[O:17]. The catalyst class is: 2.